From a dataset of Full USPTO retrosynthesis dataset with 1.9M reactions from patents (1976-2016). Predict the reactants needed to synthesize the given product. (1) Given the product [CH:20]([O:23][C@H:24]1[CH2:29][CH2:28][C@H:27]([NH:30][C:12]([C:8]2[C:7]([NH:6][C:4](=[O:5])[C:3]3[C:15]([Cl:19])=[CH:16][CH:17]=[CH:18][C:2]=3[Cl:1])=[CH:11][NH:10][N:9]=2)=[O:14])[CH2:26][CH2:25]1)([CH3:22])[CH3:21], predict the reactants needed to synthesize it. The reactants are: [Cl:1][C:2]1[CH:18]=[CH:17][CH:16]=[C:15]([Cl:19])[C:3]=1[C:4]([NH:6][C:7]1[C:8]([C:12]([OH:14])=O)=[N:9][NH:10][CH:11]=1)=[O:5].[CH:20]([O:23][CH:24]1[CH2:29][CH2:28][CH:27]([NH2:30])[CH2:26][CH2:25]1)([CH3:22])[CH3:21].C(Cl)CCl.C1C=CC2N(O)N=NC=2C=1. (2) Given the product [CH2:15]([NH:20][C:21]([C:23]1[N:24]=[N:25][C:26]([NH:30][CH:10]2[CH2:11][CH2:12][N:7]([CH2:6][C:5]3[CH:13]=[CH:14][CH:2]=[CH:3][CH:4]=3)[CH2:8][CH2:9]2)=[CH:27][CH:28]=1)=[O:22])[CH2:16][CH2:17][CH2:18][CH3:19], predict the reactants needed to synthesize it. The reactants are: N[C:2]1[CH:14]=[CH:13][C:5]([CH2:6][N:7]2[CH2:12][CH2:11][CH2:10][CH2:9][CH2:8]2)=[CH:4][CH:3]=1.[CH2:15]([NH:20][C:21]([C:23]1[N:24]=[N:25][C:26](Cl)=[CH:27][CH:28]=1)=[O:22])[CH2:16][CH2:17][CH2:18][CH3:19].[N:30]12CCCN=C1CCCCC2. (3) Given the product [N:1]1[C:10]2[C:5](=[CH:6][C:7]([CH:11]([CH3:16])[C:12]([OH:14])=[O:13])=[CH:8][CH:9]=2)[CH:4]=[CH:3][CH:2]=1, predict the reactants needed to synthesize it. The reactants are: [N:1]1[C:10]2[C:5](=[CH:6][C:7]([CH2:11][C:12]([OH:14])=[O:13])=[CH:8][CH:9]=2)[CH:4]=[CH:3][CH:2]=1.I[CH3:16]. (4) The reactants are: [F:1][CH:2]([F:17])[CH2:3][NH:4][CH:5]1[CH2:11][CH2:10][C:9]2[CH:12]=[C:13]([NH2:16])[CH:14]=[CH:15][C:8]=2[CH2:7][CH2:6]1.Cl[C:19]1[N:24]=[C:23]([NH:25][C:26]2[CH:35]=[CH:34][CH:33]=[CH:32][C:27]=2[C:28]([NH:30][CH3:31])=[O:29])[C:22]([Cl:36])=[CH:21][N:20]=1. Given the product [Cl:36][C:22]1[C:23]([NH:25][C:26]2[CH:35]=[CH:34][CH:33]=[CH:32][C:27]=2[C:28]([NH:30][CH3:31])=[O:29])=[N:24][C:19]([NH:16][C:13]2[CH:14]=[CH:15][C:8]3[CH2:7][CH2:6][CH:5]([NH:4][CH2:3][CH:2]([F:17])[F:1])[CH2:11][CH2:10][C:9]=3[CH:12]=2)=[N:20][CH:21]=1, predict the reactants needed to synthesize it.